The task is: Predict the product of the given reaction.. This data is from Forward reaction prediction with 1.9M reactions from USPTO patents (1976-2016). (1) Given the reactants S(Cl)([Cl:3])=O.[CH3:5][C@@:6]1([C:11]([OH:13])=[O:12])[CH2:10][CH2:9][CH2:8][NH:7]1.[CH3:14]O, predict the reaction product. The product is: [ClH:3].[CH3:5][C@@:6]1([C:11]([O:13][CH3:14])=[O:12])[CH2:10][CH2:9][CH2:8][NH:7]1. (2) Given the reactants [F:1][C:2]1[CH:10]=[CH:9][C:5]([C:6]([NH2:8])=[O:7])=[CH:4][CH:3]=1.[Cl:11][C:12]([Cl:16])([CH3:15])[CH:13]=O.[NH:17]1[C:21]2[CH:22]=[CH:23][CH:24]=[CH:25][C:20]=2[N:19]=[N:18]1.C1(C)C=CC(S(O)(=O)=O)=CC=1, predict the reaction product. The product is: [N:17]1([CH:13]([NH:8][C:6](=[O:7])[C:5]2[CH:9]=[CH:10][C:2]([F:1])=[CH:3][CH:4]=2)[C:12]([Cl:16])([Cl:11])[CH3:15])[C:21]2[CH:22]=[CH:23][CH:24]=[CH:25][C:20]=2[N:19]=[N:18]1. (3) The product is: [Br:18][C:16]1[CH:17]=[C:12]([NH:11][CH3:10])[C:13]([NH2:20])=[C:14]([CH3:19])[CH:15]=1. Given the reactants [H-].[Al+3].[Li+].[H-].[H-].[H-].C(O[C:10](=O)[NH:11][C:12]1[CH:17]=[C:16]([Br:18])[CH:15]=[C:14]([CH3:19])[C:13]=1[NH2:20])C.[O-]S([O-])(=O)=O.[Na+].[Na+], predict the reaction product. (4) Given the reactants [CH2:1]([Li])[CH3:2].C1C=CC=CC=1.C1CCCCC1.B(F)(F)F.CCOCC.CO[CH:27]1[N:31]([C:32]([O:34][CH2:35][C:36]2[CH:41]=[CH:40][CH:39]=[CH:38][CH:37]=2)=[O:33])[C@H:30]([C:42]([O:44][C:45]([CH3:48])([CH3:47])[CH3:46])=[O:43])[CH2:29][CH2:28]1.[Cl-].[NH4+], predict the reaction product. The product is: [CH2:1]([C@H:27]1[N:31]([C:32]([O:34][CH2:35][C:36]2[CH:41]=[CH:40][CH:39]=[CH:38][CH:37]=2)=[O:33])[C@H:30]([C:42]([O:44][C:45]([CH3:48])([CH3:46])[CH3:47])=[O:43])[CH2:29][CH2:28]1)[CH3:2]. (5) Given the reactants [N:1]([O-])=O.[Na+].[NH2:5][C:6]1[CH:14]=[C:13]([Br:15])[C:12]([Cl:16])=[CH:11][C:7]=1[C:8]([OH:10])=[O:9].O.[Sn](Cl)Cl, predict the reaction product. The product is: [ClH:16].[Br:15][C:13]1[C:12]([Cl:16])=[CH:11][C:7]([C:8]([OH:10])=[O:9])=[C:6]([NH:5][NH2:1])[CH:14]=1. (6) Given the reactants P(Br)(Br)[Br:2].BrBr.O=P12OP3(OP(OP(O3)(O1)=O)(=O)O2)=O.[BrH:21].[CH:22]1[C:23](C(O)=O)=[CH:24][C:25](O)=[N:26][C:27]=1O.[C:33]([O-:36])(O)=O.[Na+].[CH3:38][OH:39], predict the reaction product. The product is: [Br:21][C:25]1[CH:24]=[C:23]([CH:22]=[C:27]([Br:2])[N:26]=1)[C:38]([O:36][CH3:33])=[O:39].